From a dataset of Catalyst prediction with 721,799 reactions and 888 catalyst types from USPTO. Predict which catalyst facilitates the given reaction. (1) Reactant: [OH:1][CH2:2][C:3]1[CH:8]=[CH:7][C:6]([C:9]2[N:14]=[N:13][C:12]([N:15]3[CH2:20][CH2:19][N:18]([C:21]([N:23]4[CH2:28][CH2:27][CH2:26][CH2:25][CH2:24]4)=[O:22])[C@@H:17]([CH3:29])[CH2:16]3)=[C:11]3[CH:30]=[N:31][CH:32]=[CH:33][C:10]=23)=[CH:5][CH:4]=1.ClC(Cl)(Cl)[C:36]([N:38]=C=O)=[O:37]. Product: [C:36](=[O:37])([O:1][CH2:2][C:3]1[CH:8]=[CH:7][C:6]([C:9]2[N:14]=[N:13][C:12]([N:15]3[CH2:20][CH2:19][N:18]([C:21]([N:23]4[CH2:24][CH2:25][CH2:26][CH2:27][CH2:28]4)=[O:22])[C@@H:17]([CH3:29])[CH2:16]3)=[C:11]3[CH:30]=[N:31][CH:32]=[CH:33][C:10]=23)=[CH:5][CH:4]=1)[NH2:38]. The catalyst class is: 22. (2) Reactant: Br[C:2]1[CH:7]=[CH:6][C:5]([S:8]([CH3:11])(=[O:10])=[O:9])=[CH:4][CH:3]=1.[I-:12].[Na+].CN[C@@H]1CCCC[C@H]1NC. Product: [I:12][C:7]1[CH:2]=[CH:3][CH:4]=[C:5]([S:8]([CH3:11])(=[O:10])=[O:9])[CH:6]=1. The catalyst class is: 830.